This data is from Catalyst prediction with 721,799 reactions and 888 catalyst types from USPTO. The task is: Predict which catalyst facilitates the given reaction. (1) Reactant: [O-]CC.[Na+].[CH3:5][S:6][C:7]1[CH:12]=[CH:11][C:10]([C:13](=[O:18])[CH2:14][C:15](=[O:17])[CH3:16])=[CH:9][CH:8]=1.Cl[C:20](=[N:26]O)[C:21]([O:23][CH2:24][CH3:25])=[O:22].C(O)(=O)C. Product: [CH3:16][C:15]1[O:17][N:26]=[C:20]([C:21]([O:23][CH2:24][CH3:25])=[O:22])[C:14]=1[C:13](=[O:18])[C:10]1[CH:9]=[CH:8][C:7]([S:6][CH3:5])=[CH:12][CH:11]=1. The catalyst class is: 8. (2) Reactant: [Br:1][C:2]1[CH:3]=[N:4][CH:5]=[CH:6][C:7]=1[N+]([O-])=O.[ClH:11].C[OH:13]. Product: [Br:1][C:2]1[CH:3]=[N+:4]([O-:13])[CH:5]=[CH:6][C:7]=1[Cl:11]. The catalyst class is: 74. (3) Reactant: Br[C:2]1[N:3]([CH2:12][CH2:13][CH2:14][CH3:15])[C:4]2[C:9]([N:10]=1)=[C:8]([NH2:11])[N:7]=[CH:6][N:5]=2.NC(N)=[S:18]. The catalyst class is: 51. Product: [NH2:11][C:8]1[N:7]=[CH:6][N:5]=[C:4]2[C:9]=1[NH:10][C:2](=[S:18])[N:3]2[CH2:12][CH2:13][CH2:14][CH3:15]. (4) Reactant: Cl[C:2]1[C:11]2[C:6](=[CH:7][C:8]([O:14][CH3:15])=[C:9]([O:12][CH3:13])[CH:10]=2)[N:5]=[CH:4][N:3]=1.BrC1C=C(C=CC=1)C=O.[I-].C[N+]1C=CN(C)C=1.[H-].[Na+]. Product: [CH3:13][O:12][C:9]1[CH:10]=[C:11]2[C:6](=[CH:7][C:8]=1[O:14][CH3:15])[N:5]=[CH:4][N:3]=[CH:2]2. The catalyst class is: 12. (5) Reactant: C[Si]([C:5]#[C:6][C:7]1[C:8]([CH:13]=O)=[N:9][CH:10]=[CH:11][CH:12]=1)(C)C.[NH3:15]. Product: [N:9]1[C:8]2[C:7](=[CH:6][CH:5]=[N:15][CH:13]=2)[CH:12]=[CH:11][CH:10]=1. The catalyst class is: 14. (6) Reactant: [OH:1][CH:2]1[CH:6]([O:7][CH2:8][C:9]2[CH:14]=[CH:13][CH:12]=[C:11]([O:15][CH3:16])[CH:10]=2)[CH2:5][N:4]([C:17](=[O:36])[C@H:18]([CH2:32][CH:33]([CH3:35])[CH3:34])[NH:19][C:20]([C:22]2[CH:31]=[CH:30][C:29]3[C:24](=[CH:25][CH:26]=[CH:27][CH:28]=3)[CH:23]=2)=[O:21])[CH2:3]1.CC(OI1(OC(C)=O)(OC(C)=O)OC(=O)C2C=CC=CC1=2)=O.CCCCCC.C(OCC)(=O)C. Product: [CH3:16][O:15][C:11]1[CH:10]=[C:9]([CH:14]=[CH:13][CH:12]=1)[CH2:8][O:7][CH:6]1[C:2](=[O:1])[CH2:3][N:4]([C:17](=[O:36])[C@H:18]([CH2:32][CH:33]([CH3:35])[CH3:34])[NH:19][C:20]([C:22]2[CH:31]=[CH:30][C:29]3[C:24](=[CH:25][CH:26]=[CH:27][CH:28]=3)[CH:23]=2)=[O:21])[CH2:5]1. The catalyst class is: 4. (7) Reactant: [S:1]1[C:6]2[CH:7]=[CH:8][CH:9]=[CH:10][C:5]=2[NH:4][C:3](=[O:11])[CH2:2]1.[Li+].CC([N-]C(C)C)C.[C:20]([O:24][CH2:25][CH3:26])(=[O:23])[CH:21]=[O:22].[NH4+:27].[Cl-].C1C[O:32]CC1. Product: [OH:23][CH:20]([CH:2]1[C:3](=[O:11])[NH:4][C:5]2[CH:10]=[CH:9][CH:8]=[CH:7][C:6]=2[S:1]1)[C:21]([NH:27][OH:32])=[O:22].[CH2:25]([O:24][C:20](=[O:23])[CH:21]([OH:22])[CH:2]1[C:3](=[O:11])[NH:4][C:5]2[CH:10]=[CH:9][CH:8]=[CH:7][C:6]=2[S:1]1)[CH3:26]. The catalyst class is: 315.